This data is from Peptide-MHC class I binding affinity with 185,985 pairs from IEDB/IMGT. The task is: Regression. Given a peptide amino acid sequence and an MHC pseudo amino acid sequence, predict their binding affinity value. This is MHC class I binding data. (1) The peptide sequence is TTRAVNMEV. The MHC is HLA-A25:01 with pseudo-sequence HLA-A25:01. The binding affinity (normalized) is 0.0847. (2) The peptide sequence is HTFGVPYNPQ. The binding affinity (normalized) is 0. The MHC is HLA-B27:05 with pseudo-sequence HLA-B27:05. (3) The binding affinity (normalized) is 0.456. The MHC is Mamu-A02 with pseudo-sequence Mamu-A02. The peptide sequence is LSPGMMMGM. (4) The peptide sequence is SLFNWLWYE. The MHC is HLA-B15:01 with pseudo-sequence HLA-B15:01. The binding affinity (normalized) is 0.0847. (5) The peptide sequence is ETFGFEIQSY. The MHC is Mamu-A2601 with pseudo-sequence YYAMYSQIMADSYESNLYIRLHHYTWAAWAYEWY. The binding affinity (normalized) is 0. (6) The peptide sequence is YLSGANLNV. The MHC is HLA-A02:02 with pseudo-sequence HLA-A02:02. The binding affinity (normalized) is 0.763.